This data is from Full USPTO retrosynthesis dataset with 1.9M reactions from patents (1976-2016). The task is: Predict the reactants needed to synthesize the given product. (1) Given the product [CH:9]1([C:12]2[N:17]=[C:16]([C:18](=[N:20][C:21]3[CH:29]=[N:28][CH:27]=[CH:26][C:22]=3[C:23]([N:5]3[CH2:6][CH2:7][CH:3]([N:2]([CH3:8])[CH3:1])[CH2:4]3)=[O:24])[OH:19])[C:15]([NH:30][C:31]3[CH:32]=[N:33][CH:34]=[N:35][CH:36]=3)=[CH:14][CH:13]=2)[CH2:11][CH2:10]1, predict the reactants needed to synthesize it. The reactants are: [CH3:1][N:2]([CH3:8])[CH:3]1[CH2:7][CH2:6][NH:5][CH2:4]1.[CH:9]1([C:12]2[N:17]=[C:16]([C:18]([NH:20][C:21]3[CH:29]=[N:28][CH:27]=[CH:26][C:22]=3[C:23](O)=[O:24])=[O:19])[C:15]([NH:30][C:31]3[CH:32]=[N:33][CH:34]=[N:35][CH:36]=3)=[CH:14][CH:13]=2)[CH2:11][CH2:10]1. (2) Given the product [CH2:12]([O:11][C:6]1[CH:7]=[CH:8][CH:9]=[CH:10][C:5]=1[CH:1]([CH2:3][CH3:4])[CH3:2])[CH:13]=[CH:14][CH3:15], predict the reactants needed to synthesize it. The reactants are: [CH:1]([C:5]1[CH:10]=[CH:9][CH:8]=[CH:7][C:6]=1[OH:11])([CH2:3][CH3:4])[CH3:2].[C:12](O)(=O)/[CH:13]=[CH:14]/[CH3:15].C1(P(C2C=CC=CC=2)C2C=CC=CC=2)C=CC=CC=1.N(C(OC(C)C)=O)=NC(OC(C)C)=O. (3) The reactants are: N1[CH:6]=[CH:5][CH:4]=NN=1.[N+]([C:10]1[CH:15]=[CH:14][CH:13]=[CH:12][CH:11]=1)([O-])=O.[OH-:16].[Na+].C[OH:19]. Given the product [O:16]1[C:10]2[C:15](=[CH:14][CH:13]=[CH:12][CH:11]=2)[CH:6]=[CH:5][C:4]1=[O:19], predict the reactants needed to synthesize it. (4) Given the product [F:31][C:32]1[CH:37]=[CH:36][CH:35]=[C:34]([F:38])[C:33]=1[C:39]1[N:44]=[C:43]([C:45]([NH:5][C:6]2[CH:7]=[N:8][CH:9]=[CH:10][C:11]=2[C@H:12]2[O:21][C@@H:20]([CH3:22])[C@:19]3([OH:23])[C@@H:14]([N:15]([C:24]([O:26][C:27]([CH3:29])([CH3:28])[CH3:30])=[O:25])[CH2:16][CH2:17][CH2:18]3)[CH2:13]2)=[O:46])[CH:42]=[CH:41][C:40]=1[F:48].[C:27]([O:26][C:24]([N:15]1[CH2:16][CH2:17][CH2:18][C@@:19]2([OH:23])[C@@H:20]([CH3:22])[O:21][C@@H:12]([C:11]3[CH:10]=[CH:9][N:8]=[CH:7][C:6]=3[NH:5][C:45](=[O:47])[C:43]3[CH:42]=[CH:41][C:40]([F:48])=[C:39]([C:33]4[C:34]([F:38])=[CH:35][CH:36]=[CH:37][C:32]=4[F:31])[N:44]=3)[CH2:13][C@@H:14]12)=[O:25])([CH3:30])([CH3:28])[CH3:29], predict the reactants needed to synthesize it. The reactants are: C(Cl)CCl.[NH2:5][C:6]1[CH:7]=[N:8][CH:9]=[CH:10][C:11]=1[C@@H:12]1[O:21][C@H:20]([CH3:22])[C@@:19]2([OH:23])[C@H:14]([N:15]([C:24]([O:26][C:27]([CH3:30])([CH3:29])[CH3:28])=[O:25])[CH2:16][CH2:17][CH2:18]2)[CH2:13]1.[F:31][C:32]1[CH:37]=[CH:36][CH:35]=[C:34]([F:38])[C:33]=1[C:39]1[N:44]=[C:43]([C:45]([OH:47])=[O:46])[CH:42]=[CH:41][C:40]=1[F:48].C1C=NC2N(O)N=NC=2C=1. (5) Given the product [CH2:1]([N:8]([CH3:28])[C@H:9]1[CH2:14][CH2:13][CH2:12][C@@H:11]([O:15][C:16]2[C:17]([CH3:25])=[C:18]3[C:22](=[CH:23][CH:24]=2)[NH:21][N:20]=[CH:19]3)[CH2:10]1)[C:2]1[CH:7]=[CH:6][CH:5]=[CH:4][CH:3]=1, predict the reactants needed to synthesize it. The reactants are: [CH2:1]([NH:8][C@H:9]1[CH2:14][CH2:13][CH2:12][C@@H:11]([O:15][C:16]2[C:17]([CH3:25])=[C:18]3[C:22](=[CH:23][CH:24]=2)[NH:21][N:20]=[CH:19]3)[CH2:10]1)[C:2]1[CH:7]=[CH:6][CH:5]=[CH:4][CH:3]=1.C=O.[C:28](O)(=O)C.C([BH3-])#N.[Na+]. (6) The reactants are: [CH:1]([C:3]1[C:4]([CH3:26])=[C:5]([C:9]2[N:13]=[C:12]([C:14]3[CH:15]=[CH:16][C:17]([O:22][CH:23]([CH3:25])[CH3:24])=[C:18]([CH:21]=3)[C:19]#[N:20])[O:11][N:10]=2)[CH:6]=[CH:7][CH:8]=1)=[O:2].C1C=C(Cl)C=C(C(OO)=[O:35])C=1. Given the product [C:19]([C:18]1[CH:21]=[C:14]([C:12]2[O:11][N:10]=[C:9]([C:5]3[C:4]([CH3:26])=[C:3]([CH:8]=[CH:7][CH:6]=3)[C:1]([OH:35])=[O:2])[N:13]=2)[CH:15]=[CH:16][C:17]=1[O:22][CH:23]([CH3:24])[CH3:25])#[N:20], predict the reactants needed to synthesize it. (7) Given the product [C:30]([O:34][C:35]([N:9]1[C:8]2[CH2:7][CH:6]([C:4]([S:20]([C:23]3[CH:24]=[CH:25][CH:26]=[CH:27][CH:28]=3)(=[O:22])=[O:21])([C:3]([O:2][CH3:1])=[O:29])[CH3:5])[CH2:18][CH2:17][C:16]=2[C:15]2[C:10]1=[CH:11][CH:12]=[C:13]([Br:19])[CH:14]=2)=[O:36])([CH3:33])([CH3:32])[CH3:31], predict the reactants needed to synthesize it. The reactants are: [CH3:1][O:2][C:3](=[O:29])[C:4]([S:20]([C:23]1[CH:28]=[CH:27][CH:26]=[CH:25][CH:24]=1)(=[O:22])=[O:21])([CH:6]1[CH2:18][CH2:17][C:16]2[C:15]3[C:10](=[CH:11][CH:12]=[C:13]([Br:19])[CH:14]=3)[NH:9][C:8]=2[CH2:7]1)[CH3:5].[C:30]([O:34][C:35](=O)[O:36]C(C)(C)C)([CH3:33])([CH3:32])[CH3:31].CCOC(C)=O.C([O-])(O)=O.[Na+]. (8) Given the product [Cl:1][C:2]1[CH:3]=[CH:4][C:5]2[N:9]=[C:8]([C:10]3[CH:17]=[C:14]([CH2:15][NH:25][S:22]([CH2:20][CH3:21])(=[O:24])=[O:23])[CH:13]=[N:12][CH:11]=3)[N:7]([CH3:18])[C:6]=2[CH:19]=1, predict the reactants needed to synthesize it. The reactants are: [Cl:1][C:2]1[CH:3]=[CH:4][C:5]2[N:9]=[C:8]([C:10]3[CH:11]=[N:12][CH:13]=[C:14]([CH:17]=3)[CH:15]=O)[N:7]([CH3:18])[C:6]=2[CH:19]=1.[CH2:20]([S:22]([NH2:25])(=[O:24])=[O:23])[CH3:21].C1(C)C=CC=CC=1.[BH4-].[Na+]. (9) Given the product [Cl:1][C:2]1[CH:7]=[C:6]([F:8])[CH:5]=[CH:4][C:3]=1[C:9]1[C:13]2=[N:14][CH:15]=[CH:16][C:17]([C:18]3[C:23]([OH:26])=[N:22][CH:21]=[N:20][CH:19]=3)=[C:12]2[O:11][N:10]=1, predict the reactants needed to synthesize it. The reactants are: [Cl:1][C:2]1[CH:7]=[C:6]([F:8])[CH:5]=[CH:4][C:3]=1[C:9]1[C:13]2=[N:14][CH:15]=[CH:16][C:17]([C:18]3[CH:19]=[N:20][CH:21]=[N:22][CH:23]=3)=[C:12]2[O:11][N:10]=1.C(OO)(=[O:26])C.S(=O)(=O)(O)O.[OH-].[Na+]. (10) Given the product [F:15][C:5]([F:14])([O:6][C:7]1[CH:12]=[CH:11][C:10]([F:13])=[CH:9][CH:8]=1)[C:4]([OH:16])=[O:3], predict the reactants needed to synthesize it. The reactants are: C([O:3][C:4](=[O:16])[C:5]([F:15])([F:14])[O:6][C:7]1[CH:12]=[CH:11][C:10]([F:13])=[CH:9][CH:8]=1)C.[OH-].[Na+].